Dataset: Catalyst prediction with 721,799 reactions and 888 catalyst types from USPTO. Task: Predict which catalyst facilitates the given reaction. Reactant: [Cl:1][C:2]1[C:3]([F:49])=[CH:4][C:5]([O:20][C:21]2[CH:26]=[CH:25][C:24]([S:27]([N:30](CC3C=CC(OC)=CC=3OC)[C:31]3[S:35][N:34]=[CH:33][N:32]=3)(=[O:29])=[O:28])=[CH:23][C:22]=2[C:47]#[N:48])=[C:6]([C:8]2[CH:9]=[N:10][N:11](C(OC(C)(C)C)=O)[CH:12]=2)[CH:7]=1.FC(F)(F)C(O)=O. Product: [Cl:1][C:2]1[C:3]([F:49])=[CH:4][C:5]([O:20][C:21]2[CH:26]=[CH:25][C:24]([S:27]([NH:30][C:31]3[S:35][N:34]=[CH:33][N:32]=3)(=[O:28])=[O:29])=[CH:23][C:22]=2[C:47]#[N:48])=[C:6]([C:8]2[CH:12]=[N:11][NH:10][CH:9]=2)[CH:7]=1. The catalyst class is: 4.